This data is from Peptide-MHC class I binding affinity with 185,985 pairs from IEDB/IMGT. The task is: Regression. Given a peptide amino acid sequence and an MHC pseudo amino acid sequence, predict their binding affinity value. This is MHC class I binding data. (1) The peptide sequence is LEENITALL. The MHC is H-2-Kk with pseudo-sequence H-2-Kk. The binding affinity (normalized) is 0.656. (2) The peptide sequence is RFAVNPGLL. The MHC is HLA-A03:01 with pseudo-sequence HLA-A03:01. The binding affinity (normalized) is 0. (3) The peptide sequence is YTMDGEYRL. The MHC is HLA-A02:01 with pseudo-sequence HLA-A02:01. The binding affinity (normalized) is 0.706. (4) The binding affinity (normalized) is 0. The peptide sequence is CTPYDINQML. The MHC is Mamu-A02 with pseudo-sequence Mamu-A02. (5) The peptide sequence is KDSTKWRKL. The MHC is Mamu-A11 with pseudo-sequence Mamu-A11. The binding affinity (normalized) is 0.164. (6) The peptide sequence is QIIHDFVDK. The MHC is HLA-A11:01 with pseudo-sequence HLA-A11:01. The binding affinity (normalized) is 0.191.